This data is from Peptide-MHC class I binding affinity with 185,985 pairs from IEDB/IMGT. The task is: Regression. Given a peptide amino acid sequence and an MHC pseudo amino acid sequence, predict their binding affinity value. This is MHC class I binding data. The peptide sequence is LQALSNLIL. The MHC is HLA-A03:01 with pseudo-sequence HLA-A03:01. The binding affinity (normalized) is 0.213.